From a dataset of Reaction yield outcomes from USPTO patents with 853,638 reactions. Predict the reaction yield, written as a fraction of the theoretical maximum amount of product (1.0 means a 100% yield; for example, 0.34 means a 34% yield). The catalyst is CO. The reactants are CC(Cl)=O.[F:5][C:6]1([F:18])[CH2:9][CH:8]([NH:10][C:11](=O)[O:12]C(C)(C)C)[CH2:7]1. The product is [F:5][C:6]1([F:18])[CH2:9][CH:8]([NH:10][CH:11]=[O:12])[CH2:7]1. The yield is 0.517.